From a dataset of Catalyst prediction with 721,799 reactions and 888 catalyst types from USPTO. Predict which catalyst facilitates the given reaction. (1) Reactant: [C:1]([C:6]1[CH:41]=[C:40]([C:42]([CH2:45][CH3:46])([CH3:44])[CH3:43])[CH:39]=[CH:38][C:7]=1[O:8][CH:9]([CH2:34][CH2:35][CH2:36][CH3:37])[C:10]([NH:12][C:13]1[C:22]([O:23][C:24]2[CH:29]=[CH:28][C:27]([C:30]([CH3:33])([CH3:32])[CH3:31])=[CH:26][CH:25]=2)=[CH:21][C:16]2[NH:17]C(=O)[O:19][C:15]=2[CH:14]=1)=[O:11])([CH2:4][CH3:5])([CH3:3])[CH3:2].C1(C)C(C)=CC=CC=1.[OH-].[Ca+2].[OH-]. Product: [NH2:17][C:16]1[CH:21]=[C:22]([O:23][C:24]2[CH:25]=[CH:26][C:27]([C:30]([CH3:33])([CH3:32])[CH3:31])=[CH:28][CH:29]=2)[C:13]([NH:12][C:10](=[O:11])[CH:9]([O:8][C:7]2[CH:38]=[CH:39][C:40]([C:42]([CH2:45][CH3:46])([CH3:44])[CH3:43])=[CH:41][C:6]=2[C:1]([CH2:4][CH3:5])([CH3:3])[CH3:2])[CH2:34][CH2:35][CH2:36][CH3:37])=[CH:14][C:15]=1[OH:19]. The catalyst class is: 196. (2) Reactant: [NH:1]1[C:5]2[CH:6]=[CH:7][CH:8]=[CH:9][C:4]=2[N:3]=[C:2]1[NH:10][CH2:11][CH2:12][CH2:13][CH2:14][CH2:15][NH:16][C:17]([C:19]1[CH:20]=[CH:21][C:22]2[CH:28]([CH2:29][C:30]([O:32]C)=[O:31])[C:27]3[CH:34]=[CH:35][CH:36]=[CH:37][C:26]=3[C:25](=[O:38])[N:24]([CH3:39])[C:23]=2[CH:40]=1)=[O:18].[OH-].[Na+:42]. Product: [NH:1]1[C:5]2[CH:6]=[CH:7][CH:8]=[CH:9][C:4]=2[N:3]=[C:2]1[NH:10][CH2:11][CH2:12][CH2:13][CH2:14][CH2:15][NH:16][C:17]([C:19]1[CH:20]=[CH:21][C:22]2[CH:28]([CH2:29][C:30]([O-:32])=[O:31])[C:27]3[CH:34]=[CH:35][CH:36]=[CH:37][C:26]=3[C:25](=[O:38])[N:24]([CH3:39])[C:23]=2[CH:40]=1)=[O:18].[Na+:42]. The catalyst class is: 72.